The task is: Predict the reactants needed to synthesize the given product.. This data is from Full USPTO retrosynthesis dataset with 1.9M reactions from patents (1976-2016). (1) The reactants are: [Cl:1][C:2]1[CH:3]=[C:4]([N:12]([CH2:30][CH3:31])[C@H:13]2[CH2:18][CH2:17][C@H:16]([N:19]([CH2:21][C:22]3[CH:27]=[CH:26][CH:25]=[C:24]([O:28][CH3:29])[CH:23]=3)[CH3:20])[CH2:15][CH2:14]2)[C:5]([CH3:11])=[C:6]([CH:10]=1)[C:7](O)=[O:8].CN(C(ON1N=NC2C=CC=CC1=2)=[N+](C)C)C.[B-](F)(F)(F)F.CCN(C(C)C)C(C)C.[NH2:63][CH2:64][C:65]1[C:66](=[O:72])[NH:67][N:68]([CH3:71])[C:69]=1[CH3:70]. Given the product [Cl:1][C:2]1[CH:3]=[C:4]([N:12]([CH2:30][CH3:31])[C@H:13]2[CH2:14][CH2:15][C@H:16]([N:19]([CH2:21][C:22]3[CH:27]=[CH:26][CH:25]=[C:24]([O:28][CH3:29])[CH:23]=3)[CH3:20])[CH2:17][CH2:18]2)[C:5]([CH3:11])=[C:6]([CH:10]=1)[C:7]([NH:63][CH2:64][C:65]1[C:66](=[O:72])[NH:67][N:68]([CH3:71])[C:69]=1[CH3:70])=[O:8], predict the reactants needed to synthesize it. (2) Given the product [CH2:1]([O:3][C:4]([N:6]1[CH2:7][CH2:8][N:9]([C:12](=[O:37])[C@@H:13]([NH:23][C:24]([C:26]2[CH:35]=[C:34]([O:36][CH2:58][C:57]([O:56][CH2:49][C:50]3[CH:55]=[CH:54][CH:53]=[CH:52][CH:51]=3)=[O:60])[C:33]3[C:28](=[CH:29][CH:30]=[CH:31][CH:32]=3)[N:27]=2)=[O:25])[CH2:14][CH2:15][C:16]([O:18][C:19]([CH3:22])([CH3:21])[CH3:20])=[O:17])[CH2:10][CH2:11]1)=[O:5])[CH3:2], predict the reactants needed to synthesize it. The reactants are: [CH2:1]([O:3][C:4]([N:6]1[CH2:11][CH2:10][N:9]([C:12](=[O:37])[C@@H:13]([NH:23][C:24]([C:26]2[CH:35]=[C:34]([OH:36])[C:33]3[C:28](=[CH:29][CH:30]=[CH:31][CH:32]=3)[N:27]=2)=[O:25])[CH2:14][CH2:15][C:16]([O:18][C:19]([CH3:22])([CH3:21])[CH3:20])=[O:17])[CH2:8][CH2:7]1)=[O:5])[CH3:2].CN(C=O)C.C(=O)([O-])[O-].[Cs+].[Cs+].[CH2:49]([O:56][C:57](=[O:60])[CH2:58]Br)[C:50]1[CH:55]=[CH:54][CH:53]=[CH:52][CH:51]=1. (3) Given the product [Br:1][C:2]1[CH:7]=[CH:6][N:5]=[C:4]([NH:8][C:10]([NH:9][CH2:12][CH3:13])=[O:11])[CH:3]=1, predict the reactants needed to synthesize it. The reactants are: [Br:1][C:2]1[CH:7]=[CH:6][N:5]=[C:4]([NH2:8])[CH:3]=1.[N:9]([CH2:12][CH3:13])=[C:10]=[O:11]. (4) Given the product [CH3:8][O:9][CH2:10][CH2:11][N:12]1[CH:6]([C:2]2[S:1][CH:5]=[CH:4][CH:3]=2)[CH:14]([C:13]([NH:33][C:32]2[CH:34]=[CH:35][CH:36]=[C:30]([N:25]3[CH2:29][CH2:28][CH2:27][CH2:26]3)[CH:31]=2)=[O:24])[C:15]2[C:16](=[CH:20][CH:21]=[CH:22][CH:23]=2)[C:17]1=[O:19], predict the reactants needed to synthesize it. The reactants are: [S:1]1[CH:5]=[CH:4][CH:3]=[C:2]1[CH:6]=O.[CH3:8][O:9][CH2:10][CH2:11][NH2:12].[C:13]1(=[O:24])[O:19][C:17](=O)[C:16]2=[CH:20][CH:21]=[CH:22][CH:23]=[C:15]2[CH2:14]1.[N:25]1([C:30]2[CH:31]=[C:32]([CH:34]=[CH:35][CH:36]=2)[NH2:33])[CH2:29][CH2:28][CH2:27][CH2:26]1. (5) Given the product [CH3:33][O:34][CH2:2][C:3]1[CH:7]=[CH:6][S:5][C:4]=1[C:8]1[C:12]2[CH:13]=[C:14]([N:17]3[C:22](=[O:23])[CH:21]=[C:20]([C:24]([F:27])([F:26])[F:25])[N:19]([CH3:28])[C:18]3=[O:29])[CH:15]=[CH:16][C:11]=2[S:10][N:9]=1, predict the reactants needed to synthesize it. The reactants are: Br[CH2:2][C:3]1[CH:7]=[CH:6][S:5][C:4]=1[C:8]1[C:12]2[CH:13]=[C:14]([N:17]3[C:22](=[O:23])[CH:21]=[C:20]([C:24]([F:27])([F:26])[F:25])[N:19]([CH3:28])[C:18]3=[O:29])[CH:15]=[CH:16][C:11]=2[S:10][N:9]=1.C(Cl)Cl.[CH3:33][OH:34]. (6) Given the product [C:19]1([S:18][C:15]2[CH:14]=[CH:13][C:12]([S:9]([N:8]([CH2:28][CH2:29][N:30]3[CH2:35][CH2:34][O:33][CH2:32][CH2:31]3)[CH2:7][C:6]([O:5][C:2]([CH3:1])([CH3:3])[CH3:4])=[O:25])(=[O:11])=[O:10])=[CH:17][CH:16]=2)[CH:20]=[CH:21][CH:22]=[CH:23][CH:24]=1, predict the reactants needed to synthesize it. The reactants are: [CH3:1][C:2]([O:5][C:6](=[O:25])[CH2:7][NH:8][S:9]([C:12]1[CH:17]=[CH:16][C:15]([S:18][C:19]2[CH:24]=[CH:23][CH:22]=[CH:21][CH:20]=2)=[CH:14][CH:13]=1)(=[O:11])=[O:10])([CH3:4])[CH3:3].Cl.Cl[CH2:28][CH2:29][N:30]1[CH2:35][CH2:34][O:33][CH2:32][CH2:31]1.C(=O)([O-])[O-].[K+].[K+].C(OCC)(=O)C. (7) Given the product [F:12][C:7]1[CH:8]=[CH:9][CH:10]=[CH:11][C:6]=1[N:5]1[CH2:4][C:3]2[CH:13]=[CH:14][CH:15]=[CH:16][C:2]=2[NH:1][S:17]1(=[O:19])=[O:18], predict the reactants needed to synthesize it. The reactants are: [NH2:1][C:2]1[CH:16]=[CH:15][CH:14]=[CH:13][C:3]=1[CH2:4][NH:5][C:6]1[CH:11]=[CH:10][CH:9]=[CH:8][C:7]=1[F:12].[S:17](N)(N)(=[O:19])=[O:18]. (8) Given the product [C:16]1([S:22]([CH2:25][C:26]2[S:28][CH:2]=[C:3]([C:5]3[C:6](=[O:15])[NH:7][C:8]([CH:12]([CH3:14])[CH3:13])=[C:9]([CH3:11])[CH:10]=3)[N:27]=2)(=[O:23])=[O:24])[CH:17]=[CH:18][CH:19]=[CH:20][CH:21]=1, predict the reactants needed to synthesize it. The reactants are: Br[CH2:2][C:3]([C:5]1[C:6](=[O:15])[NH:7][C:8]([CH:12]([CH3:14])[CH3:13])=[C:9]([CH3:11])[CH:10]=1)=O.[C:16]1([S:22]([CH2:25][C:26](=[S:28])[NH2:27])(=[O:24])=[O:23])[CH:21]=[CH:20][CH:19]=[CH:18][CH:17]=1.